This data is from Catalyst prediction with 721,799 reactions and 888 catalyst types from USPTO. The task is: Predict which catalyst facilitates the given reaction. (1) Product: [C:23]([O:22][C:20]([NH:27][CH2:28][CH2:29][NH:30][C:2]1[N:7]=[C:6]([NH:8][C:9](=[O:15])[O:10][C:11]([CH3:14])([CH3:13])[CH3:12])[C:5]([C:16](=[O:19])[CH2:17][CH3:18])=[CH:4][CH:3]=1)=[O:21])([CH3:26])([CH3:25])[CH3:24]. The catalyst class is: 829. Reactant: Cl[C:2]1[N:7]=[C:6]([NH:8][C:9](=[O:15])[O:10][C:11]([CH3:14])([CH3:13])[CH3:12])[C:5]([C:16](=[O:19])[CH2:17][CH3:18])=[CH:4][CH:3]=1.[C:20]([NH:27][CH2:28][CH2:29][NH2:30])([O:22][C:23]([CH3:26])([CH3:25])[CH3:24])=[O:21].C(N(CC)C(C)C)(C)C. (2) Reactant: [N:1]1[CH:6]=[CH:5][C:4]([C:7](=[O:9])[CH3:8])=[CH:3][CH:2]=1.[Br:10]Br. Product: [BrH:10].[Br:10][CH2:8][C:7]([C:4]1[CH:5]=[CH:6][N:1]=[CH:2][CH:3]=1)=[O:9]. The catalyst class is: 53.